From a dataset of Forward reaction prediction with 1.9M reactions from USPTO patents (1976-2016). Predict the product of the given reaction. (1) Given the reactants CN([P+](ON1N=NC2C=CC=CC1=2)(N(C)C)N(C)C)C.F[P-](F)(F)(F)(F)F.C(N(CC)CC)C.[NH2:35][C:36]1[N:44]=[CH:43][CH:42]=[CH:41][C:37]=1[C:38]([OH:40])=O.[CH2:45]([O:52][C:53]1[CH:54]=[C:55]([CH:58]=[CH:59][CH:60]=1)[CH2:56][NH2:57])[C:46]1[CH:51]=[CH:50][CH:49]=[CH:48][CH:47]=1, predict the reaction product. The product is: [CH2:45]([O:52][C:53]1[CH:54]=[C:55]([CH2:56][NH:57][C:38](=[O:40])[C:37]2[CH:41]=[CH:42][CH:43]=[N:44][C:36]=2[NH2:35])[CH:58]=[CH:59][CH:60]=1)[C:46]1[CH:47]=[CH:48][CH:49]=[CH:50][CH:51]=1. (2) Given the reactants [N+:1]([C:4]1[CH:13]=[CH:12][CH:11]=[C:10]2[C:5]=1[CH:6]=[C:7]([C:14]([O:16][CH3:17])=[O:15])[N:8]=[CH:9]2)([O-])=O, predict the reaction product. The product is: [NH2:1][C:4]1[CH:13]=[CH:12][CH:11]=[C:10]2[C:5]=1[CH:6]=[C:7]([C:14]([O:16][CH3:17])=[O:15])[N:8]=[CH:9]2. (3) Given the reactants C(N(CC)CC)C.[CH3:8][O:9][C:10](=[O:18])[C@@H:11]([NH2:17])[CH2:12][O:13][CH2:14][CH2:15]Cl, predict the reaction product. The product is: [CH3:8][O:9][C:10]([C@@H:11]1[CH2:12][O:13][CH2:14][CH2:15][NH:17]1)=[O:18]. (4) Given the reactants [CH2:1]([O:3][C:4](=[O:27])[CH2:5][C:6]1[CH:11]=[CH:10][CH:9]=[C:8]([O:12][C:13]2[CH:18]=[CH:17][C:16]([C:19]([F:22])([F:21])[F:20])=[CH:15][C:14]=2[CH2:23][N:24]=[N+]=[N-])[CH:7]=1)[CH3:2], predict the reaction product. The product is: [CH2:1]([O:3][C:4](=[O:27])[CH2:5][C:6]1[CH:11]=[CH:10][CH:9]=[C:8]([O:12][C:13]2[CH:18]=[CH:17][C:16]([C:19]([F:20])([F:21])[F:22])=[CH:15][C:14]=2[CH2:23][NH2:24])[CH:7]=1)[CH3:2]. (5) The product is: [CH3:3][O:4][C@H:5]1[CH2:9][CH2:8][N:7]([C:10]2[CH:11]=[CH:12][C:13]3[C:19]4[N:20]([CH:28]5[CH2:33][CH2:32][CH2:31][CH2:30][O:29]5)[N:21]=[C:22]([C:23]([OH:25])=[O:24])[C:18]=4[CH2:17][O:16][C:14]=3[CH:15]=2)[CH2:6]1. Given the reactants [OH-].[Na+].[CH3:3][O:4][C@H:5]1[CH2:9][CH2:8][N:7]([C:10]2[CH:11]=[CH:12][C:13]3[C:19]4[N:20]([CH:28]5[CH2:33][CH2:32][CH2:31][CH2:30][O:29]5)[N:21]=[C:22]([C:23]([O:25]CC)=[O:24])[C:18]=4[CH2:17][O:16][C:14]=3[CH:15]=2)[CH2:6]1, predict the reaction product. (6) Given the reactants [OH-].[Na+].[N:3]1[CH:8]=[CH:7][CH:6]=[CH:5][C:4]=1[N:9]1[C:13]2=[N:14][CH:15]=[CH:16][CH:17]=[C:12]2[C:11]([C:18]([O:20]C)=[O:19])=[CH:10]1.Cl, predict the reaction product. The product is: [N:3]1[CH:8]=[CH:7][CH:6]=[CH:5][C:4]=1[N:9]1[C:13]2=[N:14][CH:15]=[CH:16][CH:17]=[C:12]2[C:11]([C:18]([OH:20])=[O:19])=[CH:10]1. (7) Given the reactants [CH3:1][O:2][C:3](=[O:11])[C:4]1[CH:9]=[CH:8][CH:7]=[CH:6][C:5]=1[NH2:10].[CH2:12]=[C:13]1[O:16][C:15](=[O:17])[CH2:14]1.CCCCCC.C(OCC)(=O)C, predict the reaction product. The product is: [CH3:1][O:2][C:3](=[O:11])[C:4]1[CH:9]=[CH:8][CH:7]=[CH:6][C:5]=1[NH:10][C:15](=[O:17])[CH2:14][C:13](=[O:16])[CH3:12]. (8) Given the reactants Cl[C:2]1[C:12]([C:13]#[N:14])=[CH:11][C:5]([C:6]([O:8][CH2:9][CH3:10])=[O:7])=[C:4]([N:15]([CH3:17])[CH3:16])[N:3]=1.[NH:18]1[CH2:21][CH:20]([C:22]([OH:24])=[O:23])[CH2:19]1, predict the reaction product. The product is: [C:13]([C:12]1[C:2]([N:18]2[CH2:21][CH:20]([C:22]([OH:24])=[O:23])[CH2:19]2)=[N:3][C:4]([N:15]([CH3:17])[CH3:16])=[C:5]([C:6]([O:8][CH2:9][CH3:10])=[O:7])[CH:11]=1)#[N:14]. (9) Given the reactants Cl.[Br:2][C:3]1[CH:4]=[C:5]2[C:10](=[CH:11][CH:12]=1)[CH2:9][C@@H:8]([NH2:13])[CH2:7][CH2:6]2.C(N(CC)CC)C.[C:21]([O:25][C:26](O[C:26]([O:25][C:21]([CH3:24])([CH3:23])[CH3:22])=[O:27])=[O:27])([CH3:24])([CH3:23])[CH3:22], predict the reaction product. The product is: [C:21]([O:25][C:26](=[O:27])[NH:13][C@H:8]1[CH2:7][CH2:6][C:5]2[C:10](=[CH:11][CH:12]=[C:3]([Br:2])[CH:4]=2)[CH2:9]1)([CH3:24])([CH3:23])[CH3:22]. (10) Given the reactants [Cl:1][C:2]1[CH:7]=[C:6](OC(F)(F)F)[CH:5]=[CH:4][C:3]=1[NH2:13].C[Al](C)C.C[O:19][C:20]([C:22]1[CH:27]=[CH:26][C:25]([O:28][CH2:29][C:30]([F:33])([F:32])[F:31])=[CH:24][N:23]=1)=O.Cl, predict the reaction product. The product is: [Cl:1][C:2]1[CH:7]=[CH:6][CH:5]=[CH:4][C:3]=1[NH:13][C:20]([C:22]1[CH:27]=[CH:26][C:25]([O:28][CH2:29][C:30]([F:33])([F:32])[F:31])=[CH:24][N:23]=1)=[O:19].